Task: Predict the reactants needed to synthesize the given product.. Dataset: Full USPTO retrosynthesis dataset with 1.9M reactions from patents (1976-2016) (1) The reactants are: Br[C:2]1[CH:3]=[C:4]2[C:8](=[CH:9][CH:10]=1)[C:7](=[O:11])[N:6]([CH2:12][CH2:13][N:14]1[CH2:19][CH2:18][O:17][CH2:16][CH2:15]1)[CH2:5]2.[S:20]1[CH:24]=[CH:23][CH:22]=[C:21]1B(O)O. Given the product [O:17]1[CH2:18][CH2:19][N:14]([CH2:13][CH2:12][N:6]2[CH2:5][C:4]3[C:8](=[CH:9][CH:10]=[C:2]([C:21]4[S:20][CH:24]=[CH:23][CH:22]=4)[CH:3]=3)[C:7]2=[O:11])[CH2:15][CH2:16]1, predict the reactants needed to synthesize it. (2) Given the product [F:1][C:2]1[CH:11]=[C:10]2[C:5]([C:6]([CH3:13])=[CH:7][C:8](=[O:12])[N:9]2[CH2:30][CH:29]([C@H:31]2[CH2:36][CH2:35][C@H:34]([NH:37][C:38](=[O:44])[O:39][C:40]([CH3:43])([CH3:42])[CH3:41])[CH2:33][CH2:32]2)[NH:28][S:25]([C:20]2[CH:21]=[CH:22][CH:23]=[CH:24][C:19]=2[N+:16]([O-:18])=[O:17])(=[O:26])=[O:27])=[CH:4][CH:3]=1, predict the reactants needed to synthesize it. The reactants are: [F:1][C:2]1[CH:11]=[C:10]2[C:5]([C:6]([CH3:13])=[CH:7][C:8](=[O:12])[NH:9]2)=[CH:4][CH:3]=1.[H-].[Na+].[N+:16]([C:19]1[CH:24]=[CH:23][CH:22]=[CH:21][C:20]=1[S:25]([N:28]1[CH2:30][CH:29]1[C@H:31]1[CH2:36][CH2:35][C@H:34]([NH:37][C:38](=[O:44])[O:39][C:40]([CH3:43])([CH3:42])[CH3:41])[CH2:33][CH2:32]1)(=[O:27])=[O:26])([O-:18])=[O:17].